This data is from Forward reaction prediction with 1.9M reactions from USPTO patents (1976-2016). The task is: Predict the product of the given reaction. The product is: [Cl:30][C:2]1[C:11]2[N:12]=[CH:13][S:14][C:10]=2[C:9]2[CH:8]=[CH:7][C:6]([C:15]([O:17][CH3:18])=[O:16])=[CH:5][C:4]=2[N:3]=1. Given the reactants O=[C:2]1[C:11]2[N:12]=[CH:13][S:14][C:10]=2[C:9]2[CH:8]=[CH:7][C:6]([C:15]([O:17][CH3:18])=[O:16])=[CH:5][C:4]=2[NH:3]1.CCN(C(C)C)C(C)C.O=P(Cl)(Cl)[Cl:30].O, predict the reaction product.